Dataset: Forward reaction prediction with 1.9M reactions from USPTO patents (1976-2016). Task: Predict the product of the given reaction. The product is: [CH3:17][O:16][C:12]1[N:13]=[C:14]2[C:9](=[CH:10][CH:11]=1)[N:8]=[CH:7][C:6]([C:4]([OH:5])=[O:3])=[CH:15]2. Given the reactants C([O:3][C:4]([C:6]1[CH:7]=[N:8][C:9]2[C:14]([CH:15]=1)=[N:13][C:12]([O:16][CH3:17])=[CH:11][CH:10]=2)=[O:5])C.[OH-].[Na+], predict the reaction product.